From a dataset of Catalyst prediction with 721,799 reactions and 888 catalyst types from USPTO. Predict which catalyst facilitates the given reaction. (1) Reactant: [CH3:1][O:2][C:3]([C@@H:5]1[C@@H:9]([OH:10])[CH2:8][CH2:7][N:6]1[C:11]([O:13][C:14]([CH3:17])([CH3:16])[CH3:15])=[O:12])=[O:4].N1C=CN=C1.[Si:23](Cl)([C:26]([CH3:29])([CH3:28])[CH3:27])([CH3:25])[CH3:24]. Product: [CH3:1][O:2][C:3]([C@@H:5]1[C@@H:9]([O:10][Si:23]([C:26]([CH3:29])([CH3:28])[CH3:27])([CH3:25])[CH3:24])[CH2:8][CH2:7][N:6]1[C:11]([O:13][C:14]([CH3:17])([CH3:16])[CH3:15])=[O:12])=[O:4]. The catalyst class is: 3. (2) Reactant: [Cl:1][C:2]1[CH:3]=[CH:4][C:5]2[N:11](CC3C=CC(OC)=CC=3OC)[C:10](=[N:23][NH:24][C:25](=O)[C:26]([F:29])([F:28])[F:27])[C@@H:9]([CH2:31][C:32]([O:34][CH2:35][CH3:36])=[O:33])[O:8][C@H:7]([C:37]3[CH:42]=[CH:41][CH:40]=[C:39]([O:43][CH3:44])[C:38]=3[Cl:45])[C:6]=2[CH:46]=1.C1(OC)C=CC=CC=1.FC(F)(F)C(O)=O.C(=O)([O-])O.[Na+]. Product: [Cl:1][C:2]1[CH:3]=[CH:4][C:5]2[N:11]3[C:25]([C:26]([F:29])([F:28])[F:27])=[N:24][N:23]=[C:10]3[C@@H:9]([CH2:31][C:32]([O:34][CH2:35][CH3:36])=[O:33])[O:8][C@H:7]([C:37]3[CH:42]=[CH:41][CH:40]=[C:39]([O:43][CH3:44])[C:38]=3[Cl:45])[C:6]=2[CH:46]=1. The catalyst class is: 4.